Dataset: Forward reaction prediction with 1.9M reactions from USPTO patents (1976-2016). Task: Predict the product of the given reaction. (1) The product is: [CH3:1][O:2][CH2:3][CH2:4][O:5][CH2:6][C:7]1[CH:8]=[CH:9][C:10]([C@H:13]2[C@H:18]([O:19][CH2:20][C:21]3[N:22]([CH3:26])[CH:23]=[N:24][CH:25]=3)[CH2:17][NH:16][CH2:15][C@@H:14]2[O:34][CH2:35][C:36]2[CH:37]=[CH:38][C:39]3[O:44][CH2:43][CH2:42][N:41]([CH2:45][CH2:46][CH2:47][O:48][CH3:49])[C:40]=3[CH:50]=2)=[CH:11][CH:12]=1. Given the reactants [CH3:1][O:2][CH2:3][CH2:4][O:5][CH2:6][C:7]1[CH:12]=[CH:11][C:10]([C@H:13]2[C@H:18]([O:19][CH2:20][C:21]3[N:22]([CH3:26])[CH:23]=[N:24][CH:25]=3)[CH2:17][N:16](C(OCCOC)=O)[CH2:15][C@@H:14]2[O:34][CH2:35][C:36]2[CH:37]=[CH:38][C:39]3[O:44][CH2:43][CH2:42][N:41]([CH2:45][CH2:46][CH2:47][O:48][CH3:49])[C:40]=3[CH:50]=2)=[CH:9][CH:8]=1.O, predict the reaction product. (2) Given the reactants [O:1]=[C:2]1[CH2:7][O:6][C@@H:5]2[CH2:8][CH2:9][C:10]3([CH2:15][C@H:4]2[N:3]1[CH:16]1[CH2:21][CH2:20][N:19]([C:22]([O:24][CH2:25][C:26]2[CH:31]=[CH:30][CH:29]=[CH:28][CH:27]=2)=[O:23])[CH2:18][CH2:17]1)OCC[O:11]3.Cl.ClCCl, predict the reaction product. The product is: [O:1]=[C:2]1[CH2:7][O:6][C@@H:5]2[CH2:8][CH2:9][C:10](=[O:11])[CH2:15][C@H:4]2[N:3]1[CH:16]1[CH2:17][CH2:18][N:19]([C:22]([O:24][CH2:25][C:26]2[CH:27]=[CH:28][CH:29]=[CH:30][CH:31]=2)=[O:23])[CH2:20][CH2:21]1. (3) Given the reactants [Cl:1][C:2]1[CH:3]=[CH:4][C:5]([O:31][CH3:32])=[C:6]([CH:30]=1)[CH2:7][C@@H:8]1[CH2:14][N:13]([CH2:15][C:16]2[C:21]([O:22][CH3:23])=[CH:20][C:19]([O:24][CH3:25])=[CH:18][C:17]=2[O:26][CH3:27])[C:12](=O)[CH2:11][NH:10][C:9]1=[O:29].O1CCCC1.C1C=CC(OC2C=CC(P3(SP(C4C=CC(OC5C=CC=CC=5)=CC=4)(=S)S3)=[S:52])=CC=2)=CC=1, predict the reaction product. The product is: [Cl:1][C:2]1[CH:3]=[CH:4][C:5]([O:31][CH3:32])=[C:6]([CH:30]=1)[CH2:7][C@@H:8]1[CH2:14][N:13]([CH2:15][C:16]2[C:21]([O:22][CH3:23])=[CH:20][C:19]([O:24][CH3:25])=[CH:18][C:17]=2[O:26][CH3:27])[C:12](=[S:52])[CH2:11][NH:10][C:9]1=[O:29]. (4) Given the reactants [NH2:1][C:2]1[N:7]=[CH:6][N:5]=[C:4]2[N:8]([CH:12]([C:14]3[CH:21]=[C:20]([Cl:22])[C:17]([C:18]#[N:19])=[C:16]([CH:23]4[CH2:26][NH:25][CH2:24]4)[C:15]=3[O:27][CH3:28])[CH3:13])[N:9]=[C:10]([CH3:11])[C:3]=12.C(N(CC)CC)C.Br[CH2:37][CH2:38][OH:39], predict the reaction product. The product is: [NH2:1][C:2]1[N:7]=[CH:6][N:5]=[C:4]2[N:8]([CH:12]([C:14]3[CH:21]=[C:20]([Cl:22])[C:17]([C:18]#[N:19])=[C:16]([CH:23]4[CH2:24][N:25]([CH2:37][CH2:38][OH:39])[CH2:26]4)[C:15]=3[O:27][CH3:28])[CH3:13])[N:9]=[C:10]([CH3:11])[C:3]=12. (5) Given the reactants [OH:1][CH2:2][CH2:3][CH2:4][CH2:5][NH:6][C:7](=[O:12])[C:8]([F:11])([F:10])[F:9].CC(OI1(OC(C)=O)(OC(C)=O)OC(=O)C2C=CC=CC1=2)=O, predict the reaction product. The product is: [O:1]=[CH:2][CH2:3][CH2:4][CH2:5][NH:6][C:7](=[O:12])[C:8]([F:10])([F:11])[F:9]. (6) Given the reactants [NH2:1][C:2]1[N:6]([C:7]2[CH:12]=[CH:11][CH:10]=[CH:9][CH:8]=2)[N:5]=[CH:4][C:3]=1C(OCC)=O.Cl.[NH4+].[OH-], predict the reaction product. The product is: [C:7]1([N:6]2[C:2]([NH2:1])=[CH:3][CH:4]=[N:5]2)[CH:12]=[CH:11][CH:10]=[CH:9][CH:8]=1. (7) Given the reactants [F:1][C:2]1[CH:10]=[CH:9][CH:8]=[C:7]2[C:3]=1[CH:4]=[CH:5][NH:6]2.[CH3:11][C:12]([O:15][C:16](O[C:16]([O:15][C:12]([CH3:14])([CH3:13])[CH3:11])=[O:17])=[O:17])([CH3:14])[CH3:13], predict the reaction product. The product is: [F:1][C:2]1[CH:10]=[CH:9][CH:8]=[C:7]2[C:3]=1[CH:4]=[CH:5][N:6]2[C:16]([O:15][C:12]([CH3:14])([CH3:13])[CH3:11])=[O:17].